From a dataset of Reaction yield outcomes from USPTO patents with 853,638 reactions. Predict the reaction yield, written as a fraction of the theoretical maximum amount of product (1.0 means a 100% yield; for example, 0.34 means a 34% yield). (1) The reactants are [F:1][C:2]1[CH:3]=[C:4]([OH:13])[CH:5]=[C:6]2[C:10]=1[C:9]([CH3:12])([CH3:11])[CH2:8][CH2:7]2.[H-].[Na+].[F:16][C:17]([F:36])([F:35])[S:18](N(C1C=CC=CC=1)[S:18]([C:17]([F:36])([F:35])[F:16])(=[O:20])=[O:19])(=[O:20])=[O:19]. The catalyst is C1COCC1. The product is [F:16][C:17]([F:36])([F:35])[S:18]([O:13][C:4]1[CH:5]=[C:6]2[C:10](=[C:2]([F:1])[CH:3]=1)[C:9]([CH3:11])([CH3:12])[CH2:8][CH2:7]2)(=[O:20])=[O:19]. The yield is 0.860. (2) The reactants are [N+:1]([CH2:4][CH:5]([CH2:12][CH2:13][CH3:14])[CH2:6][C:7]([O:9]CC)=O)([O-])=O.C([O-])=O.[NH4+].[CH:19]([Si:22]([CH:37]([CH3:39])[CH3:38])([CH:34]([CH3:36])[CH3:35])[N:23]1[C:27]2=[N:28][CH:29]=[C:30]([CH:32]=O)[CH:31]=[C:26]2[CH:25]=[CH:24]1)([CH3:21])[CH3:20]. The catalyst is CO.CCOCC.[Pd]. The product is [CH2:12]([CH:5]1[CH2:4][N:1]([CH2:32][C:30]2[CH:31]=[C:26]3[CH:25]=[CH:24][N:23]([Si:22]([CH:19]([CH3:21])[CH3:20])([CH:37]([CH3:39])[CH3:38])[CH:34]([CH3:36])[CH3:35])[C:27]3=[N:28][CH:29]=2)[C:7](=[O:9])[CH2:6]1)[CH2:13][CH3:14]. The yield is 0.750. (3) The reactants are [F:1][C:2]([F:11])([F:10])[C:3]1[CH:8]=[CH:7][CH:6]=[CH:5][C:4]=1[SH:9].II. The catalyst is C(#N)C. The product is [F:11][C:2]([F:1])([F:10])[C:3]1[CH:8]=[CH:7][CH:6]=[CH:5][C:4]=1[S:9][S:9][C:4]1[CH:5]=[CH:6][CH:7]=[CH:8][C:3]=1[C:2]([F:11])([F:10])[F:1]. The yield is 0.440. (4) The reactants are [CH3:1][C:2]12[CH2:17][N:16](C(OC(C)(C)C)=O)[CH2:15][CH2:14][CH:3]1[N:4]1[CH2:13][CH2:12][O:11][C:6]3[CH:7]=[CH:8][CH:9]=[C:10]2[C:5]1=3.FC(F)(F)C(O)=O.[OH-].[Na+]. The catalyst is C(Cl)Cl. The product is [CH3:1][C:2]12[CH2:17][NH:16][CH2:15][CH2:14][CH:3]1[N:4]1[CH2:13][CH2:12][O:11][C:6]3[CH:7]=[CH:8][CH:9]=[C:10]2[C:5]1=3. The yield is 0.910. (5) The yield is 0.280. The product is [O:8]1[C:12]2([CH2:17][CH2:16][C:15](=[N:7][S:5]([C:2]([CH3:4])([CH3:3])[CH3:1])=[O:6])[CH2:14][CH2:13]2)[O:11][CH2:10][CH2:9]1. The reactants are [CH3:1][C:2]([S@@:5]([NH2:7])=[O:6])([CH3:4])[CH3:3].[O:8]1[C:12]2([CH2:17][CH2:16][C:15](=O)[CH2:14][CH2:13]2)[O:11][CH2:10][CH2:9]1.C(=O)(O)[O-].[Na+].S([O-])([O-])(=O)=O.[Mg+2]. The catalyst is O1CCCC1.[O-]CC.[Ti+4].[O-]CC.[O-]CC.[O-]CC.C(#N)C.